Task: Predict which catalyst facilitates the given reaction.. Dataset: Catalyst prediction with 721,799 reactions and 888 catalyst types from USPTO (1) Reactant: [CH:1]1[C:10]2[C:11]3[CH2:17][CH2:16][CH2:15][CH2:14][CH2:13][C:12]=3[N:8]3[C:9]=2[C:4]([CH2:5][CH2:6][CH2:7]3)=[CH:3][C:2]=1[NH2:18].[C:19](Cl)(=[O:28])[CH2:20][CH2:21][C:22]1[CH:27]=[CH:26][CH:25]=[CH:24][CH:23]=1. Product: [CH:1]1[C:10]2[C:11]3[CH2:17][CH2:16][CH2:15][CH2:14][CH2:13][C:12]=3[N:8]3[C:9]=2[C:4]([CH2:5][CH2:6][CH2:7]3)=[CH:3][C:2]=1[NH:18][C:19](=[O:28])[CH2:20][CH2:21][C:22]1[CH:27]=[CH:26][CH:25]=[CH:24][CH:23]=1. The catalyst class is: 4. (2) Reactant: [N:1]1[CH:6]=[CH:5][CH:4]=[CH:3][C:2]=1[SH:7].[H-].[Na+].Br[C:11]1[CH:12]=[C:13]([O:19][C:20]2[CH:25]=[CH:24][C:23]([F:26])=[CH:22][CH:21]=2)[C:14]([C:17]#[N:18])=[N:15][CH:16]=1.O. Product: [F:26][C:23]1[CH:22]=[CH:21][C:20]([O:19][C:13]2[C:14]([C:17]#[N:18])=[N:15][CH:16]=[C:11]([S:7][C:2]3[CH:3]=[CH:4][CH:5]=[CH:6][N:1]=3)[CH:12]=2)=[CH:25][CH:24]=1. The catalyst class is: 44. (3) Reactant: Cl[C:2]1[CH:7]=[C:6]([Cl:8])[N:5]=[CH:4][N:3]=1.[CH3:9][C:10]1[N:11]=[CH:12][NH:13][CH:14]=1.C(=O)([O-])[O-].[Cs+].[Cs+].O. Product: [Cl:8][C:6]1[CH:7]=[C:2]([N:13]2[CH:14]=[C:10]([CH3:9])[N:11]=[CH:12]2)[N:3]=[CH:4][N:5]=1. The catalyst class is: 3. (4) Product: [CH3:7][S:8](=[N:10][C:1](=[O:5])[O:2][CH2:3][CH3:4])([CH2:11][C:12]1[CH:17]=[CH:16][CH:15]=[C:14]([N+:18]([O-:20])=[O:19])[CH:13]=1)=[O:9]. Reactant: [C:1](Cl)(=[O:5])[O:2][CH2:3][CH3:4].[CH3:7][S:8]([CH2:11][C:12]1[CH:17]=[CH:16][CH:15]=[C:14]([N+:18]([O-:20])=[O:19])[CH:13]=1)(=[NH:10])=[O:9]. The catalyst class is: 17. (5) Reactant: [ClH:1].C(OC([NH:9][CH2:10][C@H:11]1[CH2:16][CH2:15][C@H:14]([C:17]([NH:19][C@H:20]([C:52](=[O:65])[NH:53][C:54]2[CH:59]=[CH:58][C:57]([C:60]3[N:61]=[N:62][NH:63][N:64]=3)=[CH:56][CH:55]=2)[CH2:21][C:22]2[CH:27]=[CH:26][C:25]([C:28]3[C:33]([CH3:34])=[C:32]([F:35])[CH:31]=[C:30]([C:36]([NH:38][CH:39]4[CH2:44][CH2:43][N:42](C(OC(C)(C)C)=O)[CH2:41][CH2:40]4)=[O:37])[CH:29]=3)=[CH:24][CH:23]=2)=[O:18])[CH2:13][CH2:12]1)=O)(C)(C)C. Product: [ClH:1].[NH2:9][CH2:10][C@H:11]1[CH2:12][CH2:13][C@H:14]([C:17]([NH:19][C@H:20]([C:52](=[O:65])[NH:53][C:54]2[CH:55]=[CH:56][C:57]([C:60]3[N:61]=[N:62][NH:63][N:64]=3)=[CH:58][CH:59]=2)[CH2:21][C:22]2[CH:27]=[CH:26][C:25]([C:28]3[C:33]([CH3:34])=[C:32]([F:35])[CH:31]=[C:30]([C:36]([NH:38][CH:39]4[CH2:40][CH2:41][NH:42][CH2:43][CH2:44]4)=[O:37])[CH:29]=3)=[CH:24][CH:23]=2)=[O:18])[CH2:15][CH2:16]1. The catalyst class is: 12.